From a dataset of NCI-60 drug combinations with 297,098 pairs across 59 cell lines. Regression. Given two drug SMILES strings and cell line genomic features, predict the synergy score measuring deviation from expected non-interaction effect. Drug 1: CN1CCC(CC1)COC2=C(C=C3C(=C2)N=CN=C3NC4=C(C=C(C=C4)Br)F)OC. Drug 2: CC(C)CN1C=NC2=C1C3=CC=CC=C3N=C2N. Cell line: IGROV1. Synergy scores: CSS=51.7, Synergy_ZIP=1.23, Synergy_Bliss=-0.229, Synergy_Loewe=-12.7, Synergy_HSA=-0.467.